From a dataset of Forward reaction prediction with 1.9M reactions from USPTO patents (1976-2016). Predict the product of the given reaction. (1) Given the reactants [CH2:1]1[O:5][CH:4]([CH:6]([OH:9])[CH2:7][OH:8])[C@@H:3]([OH:10])[CH:2]1[OH:11].[C:12](OC)(=[O:30])[CH2:13][CH2:14][CH2:15][CH2:16][CH2:17][CH2:18][CH2:19]/[CH:20]=[CH:21]\[CH2:22][CH2:23][CH2:24][CH2:25][CH2:26][CH2:27][CH2:28][CH3:29].CO.C[O-].[Na+].[PH2]([O-])=O.[Na+], predict the reaction product. The product is: [CH3:29][CH2:28][CH2:27][CH2:26][CH2:25][CH2:24][CH2:23][CH2:22]/[CH:21]=[CH:20]\[CH2:19][CH2:18][CH2:17][CH2:16][CH2:15][CH2:14][CH2:13][C:12]([O:8][CH2:7][CH:6]([OH:9])[C@H:4]1[O:5][CH2:1][C@H:2]([OH:11])[C@H:3]1[OH:10])=[O:30]. (2) Given the reactants N1CCCC1.[C:6]([O:10]CC)(=[O:9])[C:7]#[CH:8].C(N(CC)CC)C.[OH:20][N:21]=[C:22](Cl)[C:23]1[CH:28]=[CH:27][C:26]([O:29][CH3:30])=[CH:25][CH:24]=1, predict the reaction product. The product is: [CH3:30][O:29][C:26]1[CH:27]=[CH:28][C:23]([C:22]2[C:7]([C:6]([OH:10])=[O:9])=[CH:8][O:20][N:21]=2)=[CH:24][CH:25]=1. (3) Given the reactants [CH3:1][O:2][C:3](=[O:34])[NH:4][CH:5]([C:9]([N:11]1[CH2:16][CH2:15][N:14]([CH2:17][C:18]([F:21])([F:20])[F:19])[CH2:13][CH:12]1[C:22]1[NH:23][CH:24]=[C:25]([C:27]2[CH:32]=[CH:31][C:30](Br)=[CH:29][CH:28]=2)[N:26]=1)=[O:10])[CH:6]([CH3:8])[CH3:7].[CH3:35][O:36][C:37](=[O:63])[NH:38][CH:39]([C:43]([N:45]1[CH2:49][CH2:48][CH2:47][CH:46]1[C:50]1[NH:51][C:52]([C:55]2[CH:60]=[CH:59][C:58]([C:61]#[CH:62])=[CH:57][CH:56]=2)=[CH:53][N:54]=1)=[O:44])[CH:40]([CH3:42])[CH3:41].C(N(CC)CC)C, predict the reaction product. The product is: [CH3:35][O:36][C:37](=[O:63])[NH:38][CH:39]([C:43]([N:45]1[CH2:49][CH2:48][CH2:47][CH:46]1[C:50]1[NH:51][C:52]([C:55]2[CH:60]=[CH:59][C:58]([C:61]#[C:62][C:30]3[CH:31]=[CH:32][C:27]([C:25]4[N:26]=[C:22]([CH:12]5[CH2:13][N:14]([CH2:17][C:18]([F:21])([F:19])[F:20])[CH2:15][CH2:16][N:11]5[C:9](=[O:10])[CH:5]([NH:4][C:3]([O:2][CH3:1])=[O:34])[CH:6]([CH3:8])[CH3:7])[NH:23][CH:24]=4)=[CH:28][CH:29]=3)=[CH:57][CH:56]=2)=[CH:53][N:54]=1)=[O:44])[CH:40]([CH3:42])[CH3:41]. (4) Given the reactants C(O[C:6]([C:8]1[N:9]=[C:10]([C:19]#[N:20])[C:11]2[C:16]([C:17]=1[OH:18])=[CH:15][CH:14]=[CH:13][CH:12]=2)=[O:7])CCC.[NH2:21][CH2:22][C:23]([OH:25])=[O:24].CO[Na].CO, predict the reaction product. The product is: [C:19]([C:10]1[C:11]2[C:16](=[CH:15][CH:14]=[CH:13][CH:12]=2)[C:17]([OH:18])=[C:8]([C:6]([NH:21][CH2:22][C:23]([OH:25])=[O:24])=[O:7])[N:9]=1)#[N:20]. (5) Given the reactants [NH2:1][C:2]1[C:10]2[C:5](=[C:6]([C:11]3[C:12]([C@@H:19]([NH:29]C(=O)OC(C)(C)C)[CH2:20][C:21]4[CH:26]=[C:25]([F:27])[CH:24]=[C:23]([F:28])[CH:22]=4)=[N:13][C:14]([S:17][CH3:18])=[N:15][CH:16]=3)[CH:7]=[CH:8][CH:9]=2)[N:4]([CH3:37])[N:3]=1.[ClH:38].O1CCOCC1, predict the reaction product. The product is: [ClH:38].[NH2:29][C@H:19]([C:12]1[C:11]([C:6]2[CH:7]=[CH:8][CH:9]=[C:10]3[C:5]=2[N:4]([CH3:37])[N:3]=[C:2]3[NH2:1])=[CH:16][N:15]=[C:14]([S:17][CH3:18])[N:13]=1)[CH2:20][C:21]1[CH:22]=[C:23]([F:28])[CH:24]=[C:25]([F:27])[CH:26]=1. (6) Given the reactants [Br:1][C:2]1[C:3](=[O:28])[N:4]([C:20]2[C:25]([F:26])=[CH:24][CH:23]=[CH:22][C:21]=2[F:27])[C:5]([CH3:19])=[C:6](I)[C:7]=1[O:8][CH2:9][C:10]1[CH:15]=[CH:14][C:13]([F:16])=[CH:12][C:11]=1[F:17].[CH2:29]([Sn](CCCC)(CCCC)C=C)[CH2:30]CC.C(#N)C.O, predict the reaction product. The product is: [Br:1][C:2]1[C:3](=[O:28])[N:4]([C:20]2[C:25]([F:26])=[CH:24][CH:23]=[CH:22][C:21]=2[F:27])[C:5]([CH3:19])=[C:6]([CH:29]=[CH2:30])[C:7]=1[O:8][CH2:9][C:10]1[CH:15]=[CH:14][C:13]([F:16])=[CH:12][C:11]=1[F:17]. (7) Given the reactants [C:1]([C:5]1[CH:42]=[CH:41][C:8]([C:9]([NH:11][C:12]2[C:13]([CH3:40])=[C:14]([C:18]3[N:23]=[C:22]([NH:24][C:25]4[CH:30]=[CH:29][C:28]([CH2:31][CH2:32]OS(C)(=O)=O)=[CH:27][CH:26]=4)[C:21](=[O:38])[N:20]([CH3:39])[CH:19]=3)[CH:15]=[CH:16][CH:17]=2)=[O:10])=[CH:7][CH:6]=1)([CH3:4])([CH3:3])[CH3:2].[NH2:43][CH:44]1[CH2:49][CH2:48][O:47][CH2:46][CH2:45]1.O, predict the reaction product. The product is: [C:1]([C:5]1[CH:42]=[CH:41][C:8]([C:9]([NH:11][C:12]2[CH:17]=[CH:16][CH:15]=[C:14]([C:18]3[N:23]=[C:22]([NH:24][C:25]4[CH:30]=[CH:29][C:28]([CH2:31][CH2:32][NH:43][CH:44]5[CH2:49][CH2:48][O:47][CH2:46][CH2:45]5)=[CH:27][CH:26]=4)[C:21](=[O:38])[N:20]([CH3:39])[CH:19]=3)[C:13]=2[CH3:40])=[O:10])=[CH:7][CH:6]=1)([CH3:2])([CH3:3])[CH3:4].